This data is from CYP3A4 inhibition data for predicting drug metabolism from PubChem BioAssay. The task is: Regression/Classification. Given a drug SMILES string, predict its absorption, distribution, metabolism, or excretion properties. Task type varies by dataset: regression for continuous measurements (e.g., permeability, clearance, half-life) or binary classification for categorical outcomes (e.g., BBB penetration, CYP inhibition). Dataset: cyp3a4_veith. (1) The drug is CCCC/C=C/C(NC(=O)c1ccccc1)c1ccccc1. The result is 1 (inhibitor). (2) The compound is O=C(NCC1CCCO1)C1c2ccccc2C(=O)N1Cc1ccc2c(c1)OCO2. The result is 1 (inhibitor).